This data is from Reaction yield outcomes from USPTO patents with 853,638 reactions. The task is: Predict the reaction yield, written as a fraction of the theoretical maximum amount of product (1.0 means a 100% yield; for example, 0.34 means a 34% yield). The reactants are [CH2:1]([O:8][C:9]1[CH:32]=[CH:31][C:12]([C:13]([NH:15][C:16]2[CH:21]=[C:20]([C:22]#[N:23])[CH:19]=[CH:18][C:17]=2[NH:24][CH:25]2[CH2:30][CH2:29][CH2:28][CH2:27][CH2:26]2)=O)=[CH:11][CH:10]=1)[C:2]1[CH:7]=[CH:6][CH:5]=[CH:4][CH:3]=1. The catalyst is C(O)(=O)C. The product is [CH2:1]([O:8][C:9]1[CH:32]=[CH:31][C:12]([C:13]2[N:24]([CH:25]3[CH2:30][CH2:29][CH2:28][CH2:27][CH2:26]3)[C:17]3[CH:18]=[CH:19][C:20]([C:22]#[N:23])=[CH:21][C:16]=3[N:15]=2)=[CH:11][CH:10]=1)[C:2]1[CH:7]=[CH:6][CH:5]=[CH:4][CH:3]=1. The yield is 0.900.